Dataset: CYP3A4 inhibition data for predicting drug metabolism from PubChem BioAssay. Task: Regression/Classification. Given a drug SMILES string, predict its absorption, distribution, metabolism, or excretion properties. Task type varies by dataset: regression for continuous measurements (e.g., permeability, clearance, half-life) or binary classification for categorical outcomes (e.g., BBB penetration, CYP inhibition). Dataset: cyp3a4_veith. (1) The compound is COC(=O)c1c(NC(=O)CC2Nc3ccccc3NC2=O)sc(C)c1C. The result is 1 (inhibitor). (2) The compound is COc1ncc2nc(CCc3ccccc3)c(=O)n(Cc3cccs3)c2n1. The result is 1 (inhibitor). (3) The drug is CCc1cccc(N(C)C(N)=Nc2cccc3ccccc23)c1. The result is 0 (non-inhibitor). (4) The drug is O=C(c1ccncc1)N1CCC2(CC1)CCN(c1ncccn1)CC2. The result is 0 (non-inhibitor).